From a dataset of Full USPTO retrosynthesis dataset with 1.9M reactions from patents (1976-2016). Predict the reactants needed to synthesize the given product. (1) Given the product [Cl:25][C:23]1[CH:22]=[C:21]([S:26]([NH:1][C:2]2[CH:3]=[C:4]3[C:8](=[CH:9][CH:10]=2)[N:7]([C:11]([O:13][C:14]([CH3:17])([CH3:16])[CH3:15])=[O:12])[CH2:6][CH2:5]3)(=[O:27])=[O:28])[CH:20]=[C:19]([Cl:18])[CH:24]=1, predict the reactants needed to synthesize it. The reactants are: [NH2:1][C:2]1[CH:3]=[C:4]2[C:8](=[CH:9][CH:10]=1)[N:7]([C:11]([O:13][C:14]([CH3:17])([CH3:16])[CH3:15])=[O:12])[CH2:6][CH2:5]2.[Cl:18][C:19]1[CH:20]=[C:21]([S:26](Cl)(=[O:28])=[O:27])[CH:22]=[C:23]([Cl:25])[CH:24]=1. (2) Given the product [F:13][C:14]1[CH:19]=[C:18]([N:4]2[CH:1]=[CH:70][CH:69]=[CH:68][C:67]2=[O:66])[CH:17]=[CH:16][C:15]=1[CH:21]([C:42]([C:44]1[N:48]([C:49]2[CH:50]=[CH:51][C:52]([O:55][CH3:56])=[CH:53][CH:54]=2)[N:47]=[C:46]([C:57]([F:58])([F:60])[F:59])[CH:45]=1)=[O:43])[C:22]([O:24][CH3:25])=[O:23], predict the reactants needed to synthesize it. The reactants are: [CH:1]([NH:4]C(C)C)(C)C.C([Li])CCC.[F:13][C:14]1[CH:19]=[C:18](I)[CH:17]=[CH:16][C:15]=1[CH2:21][C:22]([O:24][CH3:25])=[O:23].[CH3:56][O:55][C:52]1[CH:51]=[CH:50][C:49]([N:48]2[C:44]([C:42](O[C:42]([C:44]3[N:48]([C:49]4[CH:54]=[CH:53][C:52]([O:55][CH3:56])=[CH:51][CH:50]=4)[N:47]=[C:46]([C:57]([F:60])([F:59])[F:58])[CH:45]=3)=[O:43])=[O:43])=[CH:45][C:46]([C:57]([F:60])([F:59])[F:58])=[N:47]2)=[CH:54][CH:53]=1.Cl.[O:66]1[CH2:70][CH2:69][CH2:68][CH2:67]1. (3) Given the product [ClH:40].[F:1][C:2]1[CH:7]=[CH:6][CH:5]=[CH:4][C:3]=1[C:8]1[C:9]([N:14]2[CH2:15][CH2:16][N:17]([CH2:20][CH2:21][N:22]([CH3:23])[S:37]([C:35]3[N:34]=[C:33]([CH3:41])[N:32]([CH3:31])[CH:36]=3)(=[O:39])=[O:38])[CH2:18][CH2:19]2)=[N:10][CH:11]=[CH:12][N:13]=1, predict the reactants needed to synthesize it. The reactants are: [F:1][C:2]1[CH:7]=[CH:6][CH:5]=[CH:4][C:3]=1[C:8]1[C:9]([N:14]2[CH2:19][CH2:18][N:17]([CH2:20][CH2:21][NH:22][CH3:23])[CH2:16][CH2:15]2)=[N:10][CH:11]=[CH:12][N:13]=1.C(N(CC)CC)C.[CH3:31][N:32]1[CH:36]=[C:35]([S:37]([Cl:40])(=[O:39])=[O:38])[N:34]=[C:33]1[CH3:41]. (4) Given the product [C:1]([O:5][C:6](=[O:34])[NH:7][C:8]([C:10]1[S:11][C:12]([S:32][CH3:33])=[C:13]([S:15]([C:18]2[CH:19]=[C:20]([C:24]3[C:25]([NH:31][C:37](=[O:38])[CH2:36][Br:35])=[CH:26][CH:27]=[CH:28][C:29]=3[CH3:30])[CH:21]=[CH:22][CH:23]=2)(=[O:17])=[O:16])[CH:14]=1)=[NH:9])([CH3:4])([CH3:3])[CH3:2], predict the reactants needed to synthesize it. The reactants are: [C:1]([O:5][C:6](=[O:34])[NH:7][C:8]([C:10]1[S:11][C:12]([S:32][CH3:33])=[C:13]([S:15]([C:18]2[CH:19]=[C:20]([C:24]3[C:29]([CH3:30])=[CH:28][CH:27]=[CH:26][C:25]=3[NH2:31])[CH:21]=[CH:22][CH:23]=2)(=[O:17])=[O:16])[CH:14]=1)=[NH:9])([CH3:4])([CH3:3])[CH3:2].[Br:35][CH2:36][C:37](Br)=[O:38].CCN(C(C)C)C(C)C.CCOC(C)=O. (5) Given the product [F:23][C:2]([F:1])([F:22])[C:3]1[CH:4]=[C:5]2[C:10](=[CH:11][CH:12]=1)[NH:9][CH:8]([C:13]([F:15])([F:16])[F:14])[C:7]([C:17]([OH:19])=[O:18])=[CH:6]2, predict the reactants needed to synthesize it. The reactants are: [F:1][C:2]([F:23])([F:22])[C:3]1[CH:4]=[C:5]2[C:10](=[CH:11][CH:12]=1)[NH:9][CH:8]([C:13]([F:16])([F:15])[F:14])[C:7]([C:17]([O:19]CC)=[O:18])=[CH:6]2.[OH-].[Li+].Cl.C(OCC)C. (6) Given the product [F:68][C:64]1[CH:63]=[C:62]([C@:48]2([CH3:61])[NH:47][C:52]3[NH:53][C:54](=[O:59])[N:55]([CH3:58])[C:56](=[O:57])[C:51]=3[CH2:50][CH2:49]2)[CH:67]=[CH:66][CH:65]=1, predict the reactants needed to synthesize it. The reactants are: FC1C=CC=CC=1[C@@H]1NC2NC(=O)N(C(C)C)C(=O)C=2CC1.Cl.N[C@@H](C1C=CC=C(F)C=1)CCC1C(=O)N(C(C)C)C(=O)NC1=O.[NH2:47][C@:48]([C:62]1[CH:67]=[CH:66][CH:65]=[C:64]([F:68])[CH:63]=1)([CH3:61])[CH2:49][CH2:50][CH:51]1[C:56](=[O:57])[N:55]([CH3:58])[C:54](=[O:59])[NH:53][C:52]1=O. (7) Given the product [Cl:14][CH2:15][CH2:16][CH2:17][O:18][C:19]1[CH:20]=[CH:21][C:22]([C:23]([NH:1][C:2]([CH3:6])([CH3:5])[CH2:3][OH:4])=[O:24])=[CH:26][CH:27]=1, predict the reactants needed to synthesize it. The reactants are: [NH2:1][C:2]([CH3:6])([CH3:5])[CH2:3][OH:4].C(N(CC)CC)C.[Cl:14][CH2:15][CH2:16][CH2:17][O:18][C:19]1[CH:27]=[CH:26][C:22]([C:23](Cl)=[O:24])=[CH:21][CH:20]=1. (8) Given the product [F:13][C:6]1[C:7]2[C:12](=[CH:11][CH:10]=[CH:9][CH:8]=2)[C:3]([C:1](=[O:20])[CH2:14][CH3:15])=[CH:4][CH:5]=1, predict the reactants needed to synthesize it. The reactants are: [C:1]([C:3]1[C:12]2[C:7](=[CH:8][CH:9]=[CH:10][CH:11]=2)[C:6]([F:13])=[CH:5][CH:4]=1)#N.[CH2:14]([Mg]Cl)[CH3:15].CC[O:20]CC. (9) Given the product [Cl:1][C:2]1[CH:7]=[CH:6][C:5]([N:8]2[C@@H:12]([C:13]3[CH:18]=[CH:17][CH:16]=[C:15]([OH:19])[CH:14]=3)[C@H:11]([CH2:21][N:22]3[N:26]=[N:25][C:24]([C:27]4[CH:28]=[N:29][CH:30]=[CH:31][CH:32]=4)=[N:23]3)[O:10][C:9]2=[O:33])=[CH:4][CH:3]=1, predict the reactants needed to synthesize it. The reactants are: [Cl:1][C:2]1[CH:7]=[CH:6][C:5]([N:8]2[C@@H:12]([C:13]3[CH:18]=[CH:17][CH:16]=[C:15]([O:19]C)[CH:14]=3)[C@H:11]([CH2:21][N:22]3[N:26]=[N:25][C:24]([C:27]4[CH:28]=[N:29][CH:30]=[CH:31][CH:32]=4)=[N:23]3)[O:10][C:9]2=[O:33])=[CH:4][CH:3]=1.B(Br)(Br)Br. (10) The reactants are: F[C:2]1[CH:7]=[C:6]([S:8]([CH2:11][CH3:12])(=[O:10])=[O:9])[CH:5]=[C:4]([F:13])[CH:3]=1.[Cl:14][C:15]1[C:23]2[N:22]=[C:21]([CH3:24])[N:20]([C:25]3[CH:26]=[C:27]([OH:31])[CH:28]=[CH:29][CH:30]=3)[C:19]=2[CH:18]=[CH:17][CH:16]=1. Given the product [Cl:14][C:15]1[C:23]2[N:22]=[C:21]([CH3:24])[N:20]([C:25]3[CH:30]=[CH:29][CH:28]=[C:27]([O:31][C:2]4[CH:3]=[C:4]([F:13])[CH:5]=[C:6]([S:8]([CH2:11][CH3:12])(=[O:10])=[O:9])[CH:7]=4)[CH:26]=3)[C:19]=2[CH:18]=[CH:17][CH:16]=1, predict the reactants needed to synthesize it.